Predict the reaction yield, written as a fraction of the theoretical maximum amount of product (1.0 means a 100% yield; for example, 0.34 means a 34% yield). From a dataset of Reaction yield outcomes from USPTO patents with 853,638 reactions. (1) The reactants are [N:1]1[CH:6]=[C:5](B(O)O)[CH:4]=[N:3][CH:2]=1.Br[C:11]1[CH:19]=[C:18]2[C:14]([CH2:15][CH2:16][N:17]2[C:20](=[O:37])[C@@H:21]([NH:29][C:30](=[O:36])[O:31][C:32]([CH3:35])([CH3:34])[CH3:33])[CH2:22][C:23]2[CH:28]=[CH:27][CH:26]=[CH:25][CH:24]=2)=[CH:13][CH:12]=1.C(=O)([O-])[O-].[Na+].[Na+]. The catalyst is CN(C=O)C.O.C1C=CC(P(C2C=CC=CC=2)[C-]2C=CC=C2)=CC=1.C1C=CC(P(C2C=CC=CC=2)[C-]2C=CC=C2)=CC=1.Cl[Pd]Cl.[Fe+2]. The product is [O:37]=[C:20]([N:17]1[C:18]2[C:14](=[CH:13][CH:12]=[C:11]([C:5]3[CH:6]=[N:1][CH:2]=[N:3][CH:4]=3)[CH:19]=2)[CH2:15][CH2:16]1)[C@@H:21]([NH:29][C:30](=[O:36])[O:31][C:32]([CH3:35])([CH3:33])[CH3:34])[CH2:22][C:23]1[CH:24]=[CH:25][CH:26]=[CH:27][CH:28]=1. The yield is 0.740. (2) The reactants are [CH3:1][NH:2][CH2:3][C:4]1[C:8]2[CH:9]=[CH:10][CH:11]=[CH:12][C:7]=2[O:6][C:5]=1[CH3:13].CNCC1C=CC2C(=CC=CC=2)C=1CCC.[ClH:30].[N:31]1([CH2:37][CH2:38][N:39]2[CH2:44][C:43]3[CH:45]=[C:46](/[CH:49]=[CH:50]/[C:51](O)=[O:52])[CH:47]=[N:48][C:42]=3[NH:41][C:40]2=[O:54])[CH2:36][CH2:35][O:34][CH2:33][CH2:32]1.Cl.CN1CC2C=C(/C=C/C(O)=O)C=NC=2NC(=O)C1. No catalyst specified. The product is [ClH:30].[CH3:1][N:2]([CH2:3][C:4]1[C:8]2[CH:9]=[CH:10][CH:11]=[CH:12][C:7]=2[O:6][C:5]=1[CH3:13])[C:51](=[O:52])/[CH:50]=[CH:49]/[C:46]1[CH:47]=[N:48][C:42]2[NH:41][C:40](=[O:54])[N:39]([CH2:38][CH2:37][N:31]3[CH2:32][CH2:33][O:34][CH2:35][CH2:36]3)[CH2:44][C:43]=2[CH:45]=1. The yield is 0.820. (3) The reactants are [NH2:1][C:2]1[CH:7]=[CH:6][C:5]([N+:8]([O-:10])=[O:9])=[CH:4][C:3]=1[SH:11].[OH-].[Na+].Br[CH2:15][CH2:16][Cl:17]. The catalyst is C(O)C.O.C(OCC)(=O)C. The product is [Cl:17][CH2:16][CH2:15][S:11][C:3]1[CH:4]=[C:5]([N+:8]([O-:10])=[O:9])[CH:6]=[CH:7][C:2]=1[NH2:1]. The yield is 0.910. (4) The reactants are [F:1][C:2]([F:43])([F:42])[C:3]1[CH:4]=[C:5]([C:13]([CH3:41])([CH3:40])[C:14]([N:16]([C:18]2[CH:19]=[N:20][C:21]([N:32]3[CH2:36][CH2:35][C@H:34]([OH:37])[C@H:33]3[CH2:38][OH:39])=[CH:22][C:23]=2[C:24]2[CH:29]=[CH:28][C:27]([F:30])=[CH:26][C:25]=2[CH3:31])[CH3:17])=[O:15])[CH:6]=[C:7]([C:9]([F:12])([F:11])[F:10])[CH:8]=1.N(C(OC(C)C)=O)=NC(OC(C)C)=O.C(O)(=O)C1C=CC=CC=1.C1(P(C2C=CC=CC=2)C2C=CC=CC=2)C=CC=CC=1.C(=O)([O-])[O-].[Na+].[Na+]. The catalyst is O1CCCC1. The product is [F:42][C:2]([F:1])([F:43])[C:3]1[CH:4]=[C:5]([C:13]([CH3:41])([CH3:40])[C:14]([N:16]([C:18]2[CH:19]=[N:20][C:21]([N:32]3[CH2:36][CH2:35][C@@H:34]([OH:37])[C@H:33]3[CH2:38][OH:39])=[CH:22][C:23]=2[C:24]2[CH:29]=[CH:28][C:27]([F:30])=[CH:26][C:25]=2[CH3:31])[CH3:17])=[O:15])[CH:6]=[C:7]([C:9]([F:11])([F:12])[F:10])[CH:8]=1.[F:43][C:2]([F:1])([F:42])[C:3]1[CH:4]=[C:5]([C:13]([CH3:40])([CH3:41])[C:14]([N:16]([C:18]2[CH:19]=[N:20][C:21]([N:32]3[CH2:36][CH:35]=[CH:34][C@H:33]3[CH2:38][OH:39])=[CH:22][C:23]=2[C:24]2[CH:29]=[CH:28][C:27]([F:30])=[CH:26][C:25]=2[CH3:31])[CH3:17])=[O:15])[CH:6]=[C:7]([C:9]([F:10])([F:11])[F:12])[CH:8]=1. The yield is 0.290. (5) The reactants are [Cl:1][C:2]1[CH:7]=[C:6](F)[CH:5]=[CH:4][N:3]=1.Cl.[NH2:10][C:11]1[C:20]2[C:15](=[CH:16][CH:17]=[CH:18][CH:19]=2)[C:14]([OH:21])=[CH:13][CH:12]=1.CC(C)([O-])C.[K+]. The catalyst is CN1C(=O)CCC1.O. The product is [Cl:1][C:2]1[CH:7]=[C:6]([O:21][C:14]2[C:15]3[C:20](=[CH:19][CH:18]=[CH:17][CH:16]=3)[C:11]([NH2:10])=[CH:12][CH:13]=2)[CH:5]=[CH:4][N:3]=1. The yield is 0.920. (6) The reactants are [F:1][C:2]1[C:10]([O:11][C:12]2[C:17]3=[C:18]([CH3:26])[C:19]([O:21][CH2:22][CH:23]4[CH2:25][O:24]4)=[CH:20][N:16]3[N:15]=[CH:14][N:13]=2)=[CH:9][CH:8]=[C:7]2[C:3]=1[CH:4]=[C:5]([CH3:27])[NH:6]2.[CH3:28][S:29]([O-:31])=[O:30].[Na+]. The yield is 0.450. The product is [F:1][C:2]1[C:10]([O:11][C:12]2[C:17]3=[C:18]([CH3:26])[C:19]([O:21][CH2:22][CH:23]([OH:24])[CH2:25][S:29]([CH3:28])(=[O:31])=[O:30])=[CH:20][N:16]3[N:15]=[CH:14][N:13]=2)=[CH:9][CH:8]=[C:7]2[C:3]=1[CH:4]=[C:5]([CH3:27])[NH:6]2. The catalyst is CS(C)=O. (7) The reactants are [C:1]([O:4]CC(=O)CC1C=CC(Cl)=C(Cl)C=1)(=[O:3])[CH3:2].Cl[CH2:18][C:19](=[O:31])[CH2:20][C:21]1[C:22]2[CH:29]=[C:28]([Cl:30])[CH:27]=[CH:26][C:23]=2[S:24][CH:25]=1.C(O)(=O)C.C(N(CC)CC)C. No catalyst specified. The product is [C:1]([O:4][CH2:18][C:19](=[O:31])[CH2:20][C:21]1[C:22]2[CH:29]=[C:28]([Cl:30])[CH:27]=[CH:26][C:23]=2[S:24][CH:25]=1)(=[O:3])[CH3:2]. The yield is 0.570.